Predict the product of the given reaction. From a dataset of Forward reaction prediction with 1.9M reactions from USPTO patents (1976-2016). (1) Given the reactants [NH2:1][C:2]1[S:3][C:4]2[CH:10]=[C:9]([O:11][C:12]3[CH:13]=[C:14]([NH:20][C:21](=[O:33])[C:22]4[CH:27]=[CH:26][CH:25]=[C:24]([C:28]5([C:31]#[N:32])[CH2:30][CH2:29]5)[CH:23]=4)[CH:15]=[CH:16][C:17]=3[O:18][CH3:19])[CH:8]=[CH:7][C:5]=2[N:6]=1.[CH:34]1([C:37](Cl)=[O:38])[CH2:36][CH2:35]1.O, predict the reaction product. The product is: [C:31]([C:28]1([C:24]2[CH:23]=[C:22]([CH:27]=[CH:26][CH:25]=2)[C:21]([NH:20][C:14]2[CH:15]=[CH:16][C:17]([O:18][CH3:19])=[C:12]([O:11][C:9]3[CH:8]=[CH:7][C:5]4[N:6]=[C:2]([NH:1][C:37]([CH:34]5[CH2:36][CH2:35]5)=[O:38])[S:3][C:4]=4[CH:10]=3)[CH:13]=2)=[O:33])[CH2:30][CH2:29]1)#[N:32]. (2) Given the reactants [C:1]([C:3]1[C:11]2[CH:10]=[N:9][CH:8]=[N:7][C:6]=2[NH:5][CH:4]=1)#[CH:2], predict the reaction product. The product is: [CH2:1]([C:3]1[C:11]2[CH:10]=[N:9][CH:8]=[N:7][C:6]=2[NH:5][CH:4]=1)[CH3:2]. (3) Given the reactants [NH2:1][C@@H:2]1[C:8](=[O:9])[NH:7][C:6]2[CH:10]=[CH:11][CH:12]=[CH:13][C:5]=2[CH2:4][CH2:3]1.[CH2:14]([C:21]1[NH:22][C:23]([C:26](O)=[O:27])=[N:24][N:25]=1)[C:15]1[CH:20]=[CH:19][CH:18]=[CH:17][CH:16]=1.CCN(C(C)C)C(C)C.C(P1(=O)OP(=O)(CCC)OP(=O)(CCC)O1)CC, predict the reaction product. The product is: [CH2:14]([C:21]1[NH:22][C:23]([C:26]([NH:1][C@@H:2]2[C:8](=[O:9])[NH:7][C:6]3[CH:10]=[CH:11][CH:12]=[CH:13][C:5]=3[CH2:4][CH2:3]2)=[O:27])=[N:24][N:25]=1)[C:15]1[CH:16]=[CH:17][CH:18]=[CH:19][CH:20]=1. (4) Given the reactants [CH3:1][O:2][C:3]1[CH:10]=[C:9]([O:11][CH3:12])[CH:8]=[CH:7][C:4]=1[CH2:5]O.[NH:13]1[C:17](=[O:18])[CH2:16][CH2:15][C:14]1=[O:19].ClCCl.C1(P(C2C=CC=CC=2)C2C=CC=CC=2)C=CC=CC=1, predict the reaction product. The product is: [CH3:1][O:2][C:3]1[CH:10]=[C:9]([O:11][CH3:12])[CH:8]=[CH:7][C:4]=1[CH2:5][N:13]1[C:17](=[O:18])[CH2:16][CH2:15][C:14]1=[O:19]. (5) Given the reactants [OH-].[Na+].C([O:5][C:6]([C:8]1[CH:9]=[N:10][N:11]([C:14]2[CH:19]=[CH:18][C:17]([CH:20]([F:22])[F:21])=[CH:16][CH:15]=2)[C:12]=1[CH3:13])=[O:7])C.Cl, predict the reaction product. The product is: [F:22][CH:20]([F:21])[C:17]1[CH:16]=[CH:15][C:14]([N:11]2[C:12]([CH3:13])=[C:8]([C:6]([OH:7])=[O:5])[CH:9]=[N:10]2)=[CH:19][CH:18]=1. (6) Given the reactants [C:1]([C:5]1[CH:6]=[C:7]([N+:19]([O-:21])=[O:20])[C:8]([O:17][CH3:18])=[C:9]([CH:11]([OH:16])[C:12]([F:15])([F:14])[F:13])[CH:10]=1)([CH3:4])([CH3:3])[CH3:2].CC(OI1(OC(C)=O)(OC(C)=O)OC(=O)C2C=CC=CC1=2)=O, predict the reaction product. The product is: [C:1]([C:5]1[CH:6]=[C:7]([N+:19]([O-:21])=[O:20])[C:8]([O:17][CH3:18])=[C:9]([C:11](=[O:16])[C:12]([F:13])([F:15])[F:14])[CH:10]=1)([CH3:4])([CH3:2])[CH3:3]. (7) Given the reactants [CH:1]1([CH2:7][NH:8][C:9]([N:11]2[CH2:16][CH2:15][N:14]([CH2:17][C:18]3[CH:23]=[CH:22][C:21]([F:24])=[CH:20][CH:19]=3)[C:13](=[O:25])[CH2:12]2)=[S:10])[CH2:6][CH2:5][CH2:4][CH2:3][CH2:2]1.C[Si]([N-][Si](C)(C)C)(C)C.[Li+].C1COCC1.[C:41](OCC)(=[O:47])[C:42](OCC)=[O:43], predict the reaction product. The product is: [CH:1]1([CH2:7][N:8]2[C:42](=[O:43])[C:41]([OH:47])=[C:12]3[C:13](=[O:25])[N:14]([CH2:17][C:18]4[CH:19]=[CH:20][C:21]([F:24])=[CH:22][CH:23]=4)[CH2:15][CH2:16][N:11]3[C:9]2=[S:10])[CH2:2][CH2:3][CH2:4][CH2:5][CH2:6]1.